Task: Predict the product of the given reaction.. Dataset: Forward reaction prediction with 1.9M reactions from USPTO patents (1976-2016) (1) The product is: [CH2:18]([O:17][C:11]1([C:14](=[O:16])[NH:47][C:43]2[CH:44]=[CH:45][CH:46]=[C:41]([O:40][C:39](=[O:48])[N:38]([CH3:37])[CH3:49])[CH:42]=2)[CH2:10][CH2:9][N:8]([C:6]([O:5][C:1]([CH3:4])([CH3:3])[CH3:2])=[O:7])[CH2:13][CH2:12]1)[C:19]1[CH:20]=[CH:21][CH:22]=[CH:23][CH:24]=1. Given the reactants [C:1]([O:5][C:6]([N:8]1[CH2:13][CH2:12][C:11]([O:17][CH2:18][C:19]2[CH:24]=[CH:23][CH:22]=[CH:21][CH:20]=2)([C:14]([OH:16])=O)[CH2:10][CH2:9]1)=[O:7])([CH3:4])([CH3:3])[CH3:2].N1C=CC=CC=1.C(Cl)(=O)C(Cl)=O.[CH3:37][N:38]([CH3:49])[C:39](=[O:48])[O:40][C:41]1[CH:46]=[CH:45][CH:44]=[C:43]([NH2:47])[CH:42]=1, predict the reaction product. (2) Given the reactants [CH3:1][O:2][C:3]1[CH:4]=[CH:5][C:6]2[O:11][CH2:10][CH2:9][NH:8][C:7]=2[CH:12]=1.[Cl:13][C:14]1[CH:15]=[C:16]([CH:20]=[C:21]([Cl:24])[C:22]=1[OH:23])[C:17](Cl)=[O:18], predict the reaction product. The product is: [Cl:13][C:14]1[CH:15]=[C:16]([C:17]([N:8]2[C:7]3[CH:12]=[C:3]([O:2][CH3:1])[CH:4]=[CH:5][C:6]=3[O:11][CH2:10][CH2:9]2)=[O:18])[CH:20]=[C:21]([Cl:24])[C:22]=1[OH:23]. (3) Given the reactants [Cl:1][C:2]1[C:23]([Cl:24])=[CH:22][C:5]2[N:6]([CH2:14][O:15][CH2:16][CH2:17][Si:18]([CH3:21])([CH3:20])[CH3:19])[C:7]([CH2:9][CH2:10][CH2:11][CH:12]=O)=[N:8][C:4]=2[CH:3]=1.[CH3:25][C:26]1([CH3:52])[O:30][C@@H:29]2[C@@H:31]([CH2:47][NH:48][CH:49]([CH3:51])[CH3:50])[CH2:32][C@@H:33]([N:34]3[C:38]4[N:39]=[CH:40][N:41]=[C:42]([NH:43][CH:44]5[CH2:46][CH2:45]5)[C:37]=4[CH:36]=[CH:35]3)[C@@H:28]2[O:27]1.C(O[BH-](OC(=O)C)OC(=O)C)(=O)C.[Na+], predict the reaction product. The product is: [Cl:1][C:2]1[C:23]([Cl:24])=[CH:22][C:5]2[N:6]([CH2:14][O:15][CH2:16][CH2:17][Si:18]([CH3:19])([CH3:21])[CH3:20])[C:7]([CH2:9][CH2:10][CH2:11][CH2:12][N:48]([CH2:47][C@@H:31]3[C@H:29]4[O:30][C:26]([CH3:52])([CH3:25])[O:27][C@H:28]4[C@H:33]([N:34]4[C:38]5[N:39]=[CH:40][N:41]=[C:42]([NH:43][CH:44]6[CH2:46][CH2:45]6)[C:37]=5[CH:36]=[CH:35]4)[CH2:32]3)[CH:49]([CH3:50])[CH3:51])=[N:8][C:4]=2[CH:3]=1.